Dataset: Catalyst prediction with 721,799 reactions and 888 catalyst types from USPTO. Task: Predict which catalyst facilitates the given reaction. (1) Reactant: [OH:1][C:2]1[CH:34]=[CH:33][C:5]([O:6][C:7]2[N:12]=[C:11]([CH3:13])[C:10]([CH2:14][N:15]3[CH2:20][CH2:19][CH:18]([N:21]4[C@H:25]([C:26]5[CH:31]=[CH:30][CH:29]=[CH:28][CH:27]=5)[CH2:24][NH:23][C:22]4=[O:32])[CH2:17][CH2:16]3)=[CH:9][CH:8]=2)=[CH:4][CH:3]=1.[H-].[Na+].[C:37]([O:41][C:42](=[O:45])[CH2:43]Br)([CH3:40])([CH3:39])[CH3:38]. Product: [C:37]([O:41][C:42](=[O:45])[CH2:43][O:1][C:2]1[CH:3]=[CH:4][C:5]([O:6][C:7]2[CH:8]=[CH:9][C:10]([CH2:14][N:15]3[CH2:16][CH2:17][CH:18]([N:21]4[C@H:25]([C:26]5[CH:27]=[CH:28][CH:29]=[CH:30][CH:31]=5)[CH2:24][NH:23][C:22]4=[O:32])[CH2:19][CH2:20]3)=[C:11]([CH3:13])[N:12]=2)=[CH:33][CH:34]=1)([CH3:40])([CH3:39])[CH3:38]. The catalyst class is: 554. (2) Reactant: Br[C:2]1[C:3]([O:8][CH:9]2[CH2:12][CH:11]([NH:13][S:14]([C:17]3[CH:22]=[CH:21][C:20]([CH3:23])=[CH:19][CH:18]=3)(=[O:16])=[O:15])[CH2:10]2)=[N:4][CH:5]=[CH:6][CH:7]=1.CC1(C)C(C)(C)OB([C:32]2[CH2:37][CH2:36][N:35]([C:38]([O:40][C:41]([CH3:44])([CH3:43])[CH3:42])=[O:39])[CH2:34][CH:33]=2)O1. Product: [CH3:23][C:20]1[CH:21]=[CH:22][C:17]([S:14]([NH:13][CH:11]2[CH2:12][CH:9]([O:8][C:3]3[C:2]([C:32]4[CH2:37][CH2:36][N:35]([C:38]([O:40][C:41]([CH3:44])([CH3:43])[CH3:42])=[O:39])[CH2:34][CH:33]=4)=[CH:7][CH:6]=[CH:5][N:4]=3)[CH2:10]2)(=[O:16])=[O:15])=[CH:18][CH:19]=1. The catalyst class is: 117. (3) Reactant: [Cl:1][C:2]1[CH:10]=[CH:9][C:8]([I:11])=[CH:7][C:3]=1[C:4](O)=[O:5].CN(C)C=O.C(Cl)(=O)C([Cl:20])=O. Product: [Cl:1][C:2]1[CH:10]=[CH:9][C:8]([I:11])=[CH:7][C:3]=1[C:4]([Cl:20])=[O:5]. The catalyst class is: 2. (4) Reactant: [O:1]1[CH2:6][CH2:5][CH:4]([NH2:7])[CH2:3][CH2:2]1.[CH2:8]([N:10]=[C:11]=[O:12])[CH3:9].[C:13](Cl)(=[O:18])[CH2:14][C:15](Cl)=[O:16]. Product: [CH2:8]([N:10]1[C:15](=[O:16])[CH2:14][C:13](=[O:18])[N:7]([CH:4]2[CH2:5][CH2:6][O:1][CH2:2][CH2:3]2)[C:11]1=[O:12])[CH3:9]. The catalyst class is: 22. (5) Reactant: [H-].[H-].[H-].[H-].[Li+].[Al+3].C([O:9][C:10](=O)[C:11]([CH3:35])([CH3:34])[CH2:12][CH2:13][CH2:14][CH2:15][CH2:16][CH2:17][C:18](=[O:33])[CH2:19][CH2:20][CH2:21][CH2:22][CH2:23][CH2:24][C:25]([CH3:32])([CH3:31])[C:26](OCC)=[O:27])C. Product: [CH3:34][C:11]([CH3:35])([CH2:12][CH2:13][CH2:14][CH2:15][CH2:16][CH2:17][CH:18]([OH:33])[CH2:19][CH2:20][CH2:21][CH2:22][CH2:23][CH2:24][C:25]([CH3:32])([CH3:31])[CH2:26][OH:27])[CH2:10][OH:9]. The catalyst class is: 282. (6) Product: [Cl:4][C:11]1[CH:12]=[C:13]([N:17]2[N:21]=[N:20][C:19]([CH:22]=[O:23])=[N:18]2)[CH:14]=[CH:15][CH:16]=1. The catalyst class is: 34. Reactant: C(Cl)(=O)C([Cl:4])=O.CS(C)=O.[C:11]1(C)[CH:16]=[CH:15][CH:14]=[C:13]([N:17]2[N:21]=[N:20][C:19]([CH2:22][OH:23])=[N:18]2)[CH:12]=1.CCN(CC)CC.